This data is from Peptide-MHC class I binding affinity with 185,985 pairs from IEDB/IMGT. The task is: Regression. Given a peptide amino acid sequence and an MHC pseudo amino acid sequence, predict their binding affinity value. This is MHC class I binding data. (1) The peptide sequence is SQKHFDTWW. The MHC is HLA-B58:01 with pseudo-sequence HLA-B58:01. The binding affinity (normalized) is 0.259. (2) The peptide sequence is KVHEGYEEF. The MHC is HLA-A29:02 with pseudo-sequence HLA-A29:02. The binding affinity (normalized) is 0.154. (3) The peptide sequence is SWKQSKMWR. The MHC is HLA-B15:17 with pseudo-sequence HLA-B15:17. The binding affinity (normalized) is 0.0847. (4) The peptide sequence is FQRAIMNAM. The MHC is HLA-B39:01 with pseudo-sequence HLA-B39:01. The binding affinity (normalized) is 0.664.